Dataset: Plasma protein binding rate (PPBR) regression data from AstraZeneca. Task: Regression/Classification. Given a drug SMILES string, predict its absorption, distribution, metabolism, or excretion properties. Task type varies by dataset: regression for continuous measurements (e.g., permeability, clearance, half-life) or binary classification for categorical outcomes (e.g., BBB penetration, CYP inhibition). For this dataset (ppbr_az), we predict Y. The molecule is CN[C@@H](C)C(=O)N[C@H](C(=O)N[C@H]1CCN(Cc2ccccc2)C1)C1CCCCC1. The Y is 48.9 %.